Task: Predict the product of the given reaction.. Dataset: Forward reaction prediction with 1.9M reactions from USPTO patents (1976-2016) (1) Given the reactants C(O)(C(F)(F)F)=O.C(OC(=O)[NH:14][C@H:15]([C:18]1[N:22]([C:23]2[CH:24]=[N:25][CH:26]=[C:27]([F:29])[CH:28]=2)[C:21]2[CH:30]=[C:31]([F:34])[CH:32]=[CH:33][C:20]=2[N:19]=1)[CH2:16][CH3:17])(C)(C)C, predict the reaction product. The product is: [F:34][C:31]1[CH:32]=[CH:33][C:20]2[N:19]=[C:18]([C@@H:15]([NH2:14])[CH2:16][CH3:17])[N:22]([C:23]3[CH:24]=[N:25][CH:26]=[C:27]([F:29])[CH:28]=3)[C:21]=2[CH:30]=1. (2) Given the reactants [C:1]([O:5][C:6](=[O:24])[NH:7][CH:8]([C:16]1[C:20]([CH2:21][CH3:22])=[C:19]([NH2:23])[NH:18][N:17]=1)[CH2:9][C:10]1[CH:15]=[CH:14][CH:13]=[CH:12][CH:11]=1)([CH3:4])([CH3:3])[CH3:2].[CH3:25]NN, predict the reaction product. The product is: [C:1]([O:5][C:6](=[O:24])[NH:7][CH:8]([C:16]1[C:20]([CH2:21][CH3:22])=[C:19]([NH2:23])[N:18]([CH3:25])[N:17]=1)[CH2:9][C:10]1[CH:15]=[CH:14][CH:13]=[CH:12][CH:11]=1)([CH3:2])([CH3:4])[CH3:3].